From a dataset of Forward reaction prediction with 1.9M reactions from USPTO patents (1976-2016). Predict the product of the given reaction. (1) The product is: [CH3:35][O:34][C@@H:45]([C@@H:9]([N:13]1[C:14](=[O:23])[C:15]2=[CH:22][CH:21]=[CH:20][CH:19]=[C:16]2[C:17]1=[O:18])[CH2:2][CH:3]([CH3:4])[CH3:8])[C:39]1[CH:44]=[CH:43][CH:42]=[CH:41][CH:40]=1. Given the reactants O[C@@H:2]([C@@:9](C)([N:13]1[C:17](=[O:18])[C:16]2=[CH:19][CH:20]=[CH:21][CH:22]=[C:15]2[C:14]1=[O:23])CCC)[C:3]1[CH:8]=CC=C[CH:4]=1.C1(C)C=CC(S([O:34][CH3:35])(=O)=O)=CC=1.[H-].[Na+].[C:39]1([CH3:45])[CH:44]=[CH:43][CH:42]=[CH:41][CH:40]=1, predict the reaction product. (2) Given the reactants Cl[C:2]1[CH:7]=[CH:6][C:5]([C:8]2[C:17]3[C:12](=[CH:13][C:14]([S:18]([NH:21][C:22]4[CH:27]=[CH:26][N:25]=[CH:24][N:23]=4)(=[O:20])=[O:19])=[CH:15][CH:16]=3)[N:11]=[CH:10][N:9]=2)=[C:4]([O:28][CH3:29])[CH:3]=1.[F:30][C:31]([F:42])([F:41])[C:32]1[CH:33]=[C:34](B(O)O)[CH:35]=[CH:36][CH:37]=1, predict the reaction product. The product is: [CH3:29][O:28][C:4]1[CH:3]=[C:2]([C:36]2[CH:35]=[CH:34][CH:33]=[C:32]([C:31]([F:42])([F:41])[F:30])[CH:37]=2)[CH:7]=[CH:6][C:5]=1[C:8]1[C:17]2[C:12](=[CH:13][C:14]([S:18]([NH:21][C:22]3[CH:27]=[CH:26][N:25]=[CH:24][N:23]=3)(=[O:20])=[O:19])=[CH:15][CH:16]=2)[N:11]=[CH:10][N:9]=1. (3) Given the reactants [NH2:1][C:2]1[N:7]=[CH:6][N:5]=[C:4]2[N:8]([CH:12]3[CH2:16][CH:15]([OH:17])[CH:14]=[CH:13]3)[N:9]=[C:10](I)[C:3]=12.[CH3:18][O:19][C:20]1[CH:25]=[C:24](B2OC(C)(C)C(C)(C)O2)[CH:23]=[CH:22][C:21]=1[NH:35][C:36](=[O:48])[C:37]1[CH:42]=[CH:41][C:40]([C:43]([F:46])([F:45])[F:44])=[CH:39][C:38]=1[F:47].O.C(=O)([O-])[O-].[Na+].[Na+], predict the reaction product. The product is: [NH2:1][C:2]1[N:7]=[CH:6][N:5]=[C:4]2[N:8]([CH:12]3[CH2:16][CH:15]([OH:17])[CH:14]=[CH:13]3)[N:9]=[C:10]([C:24]3[CH:23]=[CH:22][C:21]([NH:35][C:36](=[O:48])[C:37]4[CH:42]=[CH:41][C:40]([C:43]([F:45])([F:46])[F:44])=[CH:39][C:38]=4[F:47])=[C:20]([O:19][CH3:18])[CH:25]=3)[C:3]=12. (4) Given the reactants [CH2:1]([O:3][C:4]([C:6]1[CH:10]=[C:9]([CH3:11])[N:8]([CH2:12][C:13]2[CH:18]=[C:17]([Cl:19])[CH:16]=[CH:15][C:14]=2[OH:20])[N:7]=1)=[O:5])[CH3:2].C(=O)([O-])[O-].[K+].[K+].[I-].[K+].[Cl:29][C:30]1[CH:37]=[CH:36][C:33]([CH2:34]Br)=[CH:32][CH:31]=1, predict the reaction product. The product is: [CH2:1]([O:3][C:4]([C:6]1[CH:10]=[C:9]([CH3:11])[N:8]([CH2:12][C:13]2[CH:18]=[C:17]([Cl:19])[CH:16]=[CH:15][C:14]=2[O:20][CH2:34][C:33]2[CH:36]=[CH:37][C:30]([Cl:29])=[CH:31][CH:32]=2)[N:7]=1)=[O:5])[CH3:2]. (5) Given the reactants N(OC(C)(C)C)=O.C[Si]([N:12]=[N+:13]=[N-:14])(C)C.[C:15]1(N)[CH:20]=[CH:19][CH:18]=[CH:17][CH:16]=1, predict the reaction product. The product is: [C:15]1([N:12]=[N+:13]=[N-:14])[CH:20]=[CH:19][CH:18]=[CH:17][CH:16]=1. (6) Given the reactants C([O:3][C:4]([C:6]1[NH:7][C:8]2[C:13]([CH:14]=1)=[CH:12][C:11]([F:15])=[C:10]([Cl:16])[CH:9]=2)=[O:5])C.Br[CH2:18][C:19]1[C:28]2[C:23](=[CH:24][CH:25]=[CH:26][CH:27]=2)[CH:22]=[CH:21][CH:20]=1, predict the reaction product. The product is: [Cl:16][C:10]1[CH:9]=[C:8]2[C:13]([CH:14]=[C:6]([C:4]([OH:3])=[O:5])[N:7]2[CH2:18][C:19]2[C:28]3[C:23](=[CH:24][CH:25]=[CH:26][CH:27]=3)[CH:22]=[CH:21][CH:20]=2)=[CH:12][C:11]=1[F:15]. (7) Given the reactants [F:1][C:2]1[CH:3]=[CH:4][C:5]([OH:29])=[C:6]([C:8]([CH3:28])([CH3:27])[CH2:9][C:10]([OH:26])([C:22]([F:25])([F:24])[F:23])[CH2:11][C:12]2[CH:19]=[C:18]([CH3:20])[CH:17]=[C:16]([CH3:21])[C:13]=2[C:14]#[N:15])[CH:7]=1.[F:30][C:31]1[CH:32]=[CH:33][C:34]([OH:58])=[C:35]([C:37]([CH3:57])([CH3:56])[CH2:38][C:39]([OH:55])([C:51]([F:54])([F:53])[F:52])[CH2:40][C:41]2[CH:48]=[C:47]([CH3:49])[C:44]([C:45]#[N:46])=[C:43]([CH3:50])[CH:42]=2)[CH:36]=1, predict the reaction product. The product is: [F:1][C:2]1[CH:3]=[CH:4][C:5]([O:29][CH3:31])=[C:6]([C:8]([CH3:27])([CH3:28])[CH2:9][C:10]([OH:26])([C:22]([F:25])([F:24])[F:23])[CH2:11][C:12]2[CH:19]=[C:18]([CH3:20])[CH:17]=[C:16]([CH3:21])[C:13]=2[C:14]#[N:15])[CH:7]=1.[F:30][C:31]1[CH:32]=[CH:33][C:34]([O:58][CH3:2])=[C:35]([C:37]([CH3:56])([CH3:57])[CH2:38][C:39]([OH:55])([C:51]([F:54])([F:53])[F:52])[CH2:40][C:41]2[CH:48]=[C:47]([CH3:49])[C:44]([C:45]#[N:46])=[C:43]([CH3:50])[CH:42]=2)[CH:36]=1. (8) Given the reactants [CH2:1]1[C:3]2([CH2:8][CH2:7][N:6]([C:9]3[C:14]([F:15])=[CH:13][N:12]=[C:11]([C:16]#[N:17])[CH:10]=3)[CH2:5][CH2:4]2)[CH2:2]1.CO.[ClH:20], predict the reaction product. The product is: [ClH:20].[CH2:1]1[C:3]2([CH2:4][CH2:5][N:6]([C:9]3[C:14]([F:15])=[CH:13][N:12]=[C:11]([CH2:16][NH2:17])[CH:10]=3)[CH2:7][CH2:8]2)[CH2:2]1. (9) Given the reactants [C@H:1]12[N:8]([C:9]([C:11]3[CH:16]=[CH:15][CH:14]=[CH:13][C:12]=3[C:17]3[O:21][N:20]=[C:19]([CH3:22])[N:18]=3)=[O:10])[CH2:7][C@H:6]1[CH2:5][CH2:4][NH:3][CH2:2]2.Cl[C:24]1[N:29]=[C:28](C)[CH:27]=[C:26](C)[N:25]=1.C[CH2:33][N:34](C(C)C)[CH:35](C)C, predict the reaction product. The product is: [CH3:33][N:34]([CH3:35])[C:26]1[CH:27]=[C:28]([N:3]2[CH2:4][CH2:5][C@H:6]3[C@H:1]([N:8]([C:9]([C:11]4[CH:16]=[CH:15][CH:14]=[CH:13][C:12]=4[C:17]4[O:21][N:20]=[C:19]([CH3:22])[N:18]=4)=[O:10])[CH2:7]3)[CH2:2]2)[N:29]=[CH:24][N:25]=1.